This data is from Forward reaction prediction with 1.9M reactions from USPTO patents (1976-2016). The task is: Predict the product of the given reaction. (1) Given the reactants Br[C:2]1[C:3]([C:27]([CH3:30])([CH3:29])[CH3:28])=[N:4][N:5]2[C:10]([C:11]3[CH:16]=[CH:15][C:14]([CH3:17])=[CH:13][CH:12]=3)=[C:9]([CH:18]([CH2:23][CH2:24][CH3:25])[C:19]([O:21][CH3:22])=[O:20])[C:8]([CH3:26])=[N:7][C:6]=12.[C:31]1(B(O)O)[CH:36]=[CH:35][CH:34]=[CH:33][CH:32]=1.C(N(C(C)C)CC)(C)C, predict the reaction product. The product is: [C:27]([C:3]1[C:2]([C:31]2[CH:36]=[CH:35][CH:34]=[CH:33][CH:32]=2)=[C:6]2[N:7]=[C:8]([CH3:26])[C:9]([CH:18]([CH2:23][CH2:24][CH3:25])[C:19]([O:21][CH3:22])=[O:20])=[C:10]([C:11]3[CH:12]=[CH:13][C:14]([CH3:17])=[CH:15][CH:16]=3)[N:5]2[N:4]=1)([CH3:30])([CH3:29])[CH3:28]. (2) Given the reactants [CH3:1][N:2]1[CH:6]=[N:5][N:4]=[C:3]1[S:7]([CH2:9][C:10]1[CH:18]=[CH:17][C:13]([C:14]([OH:16])=O)=[CH:12][CH:11]=1)=[O:8].CN1C=NN=C1S(CC1C=CC(C(O)=O)=CC=1)(=O)=O.[Cl:38][C:39]1[CH:45]=[CH:44][C:42]([NH2:43])=[CH:41][C:40]=1[C:46]1[CH:51]=[CH:50][CH:49]=[CH:48][N:47]=1, predict the reaction product. The product is: [Cl:38][C:39]1[CH:45]=[CH:44][C:42]([NH:43][C:14](=[O:16])[C:13]2[CH:12]=[CH:11][C:10]([CH2:9][S:7]([C:3]3[N:2]([CH3:1])[CH:6]=[N:5][N:4]=3)=[O:8])=[CH:18][CH:17]=2)=[CH:41][C:40]=1[C:46]1[CH:51]=[CH:50][CH:49]=[CH:48][N:47]=1. (3) Given the reactants Cl.Cl.[Cl:3][C:4]1[N:9]=[N:8][CH:7]=[C:6]([NH:10][C:11]([CH3:16])([CH3:15])[C:12]([OH:14])=O)[CH:5]=1.C1C=CC2N(O)N=NC=2C=1.C(Cl)CCl.Cl.[F:32][C:33]([F:37])([F:36])[CH2:34][NH2:35], predict the reaction product. The product is: [Cl:3][C:4]1[N:9]=[N:8][CH:7]=[C:6]([NH:10][C:11]([CH3:16])([CH3:15])[C:12]([NH:35][CH2:34][C:33]([F:37])([F:36])[F:32])=[O:14])[CH:5]=1. (4) Given the reactants Br[C:2]1[C:3]([Cl:29])=[CH:4][C:5]([N+:26]([O-:28])=[O:27])=[C:6]([NH:8][CH2:9][CH:10]2[CH2:25][CH2:24][CH2:23][C:12]3([O:16][C:15](=[O:17])[N:14]([CH2:18][C:19]([CH3:22])([CH3:21])[CH3:20])[CH2:13]3)[CH2:11]2)[CH:7]=1.[Cu][C:31]#[N:32], predict the reaction product. The product is: [Cl:29][C:3]1[CH:4]=[C:5]([N+:26]([O-:28])=[O:27])[C:6]([NH:8][CH2:9][CH:10]2[CH2:25][CH2:24][CH2:23][C:12]3([O:16][C:15](=[O:17])[N:14]([CH2:18][C:19]([CH3:20])([CH3:21])[CH3:22])[CH2:13]3)[CH2:11]2)=[CH:7][C:2]=1[C:31]#[N:32]. (5) Given the reactants Cl[C:2]1[CH:7]=[CH:6][C:5]([C:8]2([OH:25])[CH2:13][CH2:12][CH2:11][N:10]([C:14]([C:16]3[CH:21]=[CH:20][N:19]=[C:18]([N:22]([CH3:24])[CH3:23])[CH:17]=3)=[O:15])[CH2:9]2)=[C:4](C)[CH:3]=1.CN(C)C1C=C(C(N2CCCC(=O)C2)=O)C=CN=1.[F:45]C1C=CC([Mg]Br)=CC=1, predict the reaction product. The product is: [CH3:23][N:22]([CH3:24])[C:18]1[CH:17]=[C:16]([C:14]([N:10]2[CH2:11][CH2:12][CH2:13][C:8]([C:5]3[CH:6]=[CH:7][C:2]([F:45])=[CH:3][CH:4]=3)([OH:25])[CH2:9]2)=[O:15])[CH:21]=[CH:20][N:19]=1. (6) Given the reactants [CH2:1]([S:3]([N:6]1[CH2:11][CH2:10][CH:9]([C:12]2[C:20]3[C:15](=[C:16]([C:29]#[N:30])[CH:17]=[C:18]([O:21][C:22]4[CH:27]=[CH:26][C:25]([CH3:28])=[CH:24][CH:23]=4)[CH:19]=3)[NH:14][CH:13]=2)[CH2:8][CH2:7]1)(=[O:5])=[O:4])[CH3:2].B1([O-])O[O:32]1.O.O.O.O.[Na+], predict the reaction product. The product is: [CH2:1]([S:3]([N:6]1[CH2:11][CH2:10][CH:9]([C:12]2[C:20]3[C:15](=[C:16]([C:29]([NH2:30])=[O:32])[CH:17]=[C:18]([O:21][C:22]4[CH:23]=[CH:24][C:25]([CH3:28])=[CH:26][CH:27]=4)[CH:19]=3)[NH:14][CH:13]=2)[CH2:8][CH2:7]1)(=[O:5])=[O:4])[CH3:2]. (7) Given the reactants [Cl:1][C:2]1[CH:3]=[CH:4][C:5]2[O:9][C:8](S)=[N:7][C:6]=2[CH:11]=1.P(Cl)(Cl)(Cl)(Cl)Cl.[CH3:18][N:19]1[CH2:24][CH2:23][NH:22][CH2:21][CH2:20]1, predict the reaction product. The product is: [Cl:1][C:2]1[CH:3]=[CH:4][C:5]2[O:9][C:8]([N:22]3[CH2:23][CH2:24][N:19]([CH3:18])[CH2:20][CH2:21]3)=[N:7][C:6]=2[CH:11]=1. (8) Given the reactants [CH2:1]([O:8][N:9]1[C:18]([C:19](O)=[O:20])=[C:17]([C:22]2[CH:27]=[CH:26][CH:25]=[CH:24][CH:23]=2)[C:16]2[C:11](=[CH:12][CH:13]=[C:14]([Cl:28])[CH:15]=2)[C:10]1=[O:29])[C:2]1[CH:7]=[CH:6][CH:5]=[CH:4][CH:3]=1.C(Cl)(=O)C([Cl:33])=O, predict the reaction product. The product is: [CH2:1]([O:8][N:9]1[C:18]([C:19]([Cl:33])=[O:20])=[C:17]([C:22]2[CH:27]=[CH:26][CH:25]=[CH:24][CH:23]=2)[C:16]2[C:11](=[CH:12][CH:13]=[C:14]([Cl:28])[CH:15]=2)[C:10]1=[O:29])[C:2]1[CH:7]=[CH:6][CH:5]=[CH:4][CH:3]=1. (9) Given the reactants Cl[CH:2](Cl)[C:3]1[CH:7]=[CH:6][S:5][C:4]=1[N+:8]([O-:10])=[O:9].[OH-:12].[Na+], predict the reaction product. The product is: [N+:8]([C:4]1[S:5][CH:6]=[CH:7][C:3]=1[CH:2]=[O:12])([O-:10])=[O:9]. (10) The product is: [CH:1]([C@:4]1([C:17]([N:19]2[CH2:28][CH2:27][C:26]3[N:25]=[CH:24][C:23]([C:29]([F:32])([F:31])[F:30])=[CH:22][C:21]=3[CH2:20]2)=[O:18])[CH2:8][CH2:7][C@@H:6]([NH2:9])[CH2:5]1)([CH3:3])[CH3:2]. Given the reactants [CH:1]([C@:4]1([C:17]([N:19]2[CH2:28][CH2:27][C:26]3[N:25]=[CH:24][C:23]([C:29]([F:32])([F:31])[F:30])=[CH:22][C:21]=3[CH2:20]2)=[O:18])[CH2:8][CH2:7][C@@H:6]([NH:9]C(=O)OC(C)(C)C)[CH2:5]1)([CH3:3])[CH3:2], predict the reaction product.